Dataset: Reaction yield outcomes from USPTO patents with 853,638 reactions. Task: Predict the reaction yield, written as a fraction of the theoretical maximum amount of product (1.0 means a 100% yield; for example, 0.34 means a 34% yield). (1) The reactants are [NH:1]1[CH:5]=[C:4]([CH:6]=[O:7])[N:3]=[CH:2]1.[Cl:8][C:9]1[CH:14]=[CH:13][C:12](I)=[CH:11][CH:10]=1.CN[C@@H]1CCCC[C@H]1NC.C(=O)([O-])[O-].[Cs+].[Cs+]. The catalyst is [NH4+].[Cl-].[Cu]I.CN(C=O)C. The product is [Cl:8][C:9]1[CH:14]=[CH:13][C:12]([N:1]2[CH:5]=[C:4]([CH:6]=[O:7])[N:3]=[CH:2]2)=[CH:11][CH:10]=1. The yield is 1.07. (2) The yield is 0.250. The catalyst is COCCOC.O.C(OCC)(=O)C.C1C=CC([P]([Pd]([P](C2C=CC=CC=2)(C2C=CC=CC=2)C2C=CC=CC=2)([P](C2C=CC=CC=2)(C2C=CC=CC=2)C2C=CC=CC=2)[P](C2C=CC=CC=2)(C2C=CC=CC=2)C2C=CC=CC=2)(C2C=CC=CC=2)C2C=CC=CC=2)=CC=1.C1C=CC(P(C2C=CC=CC=2)[C-]2C=CC=C2)=CC=1.C1C=CC(P(C2C=CC=CC=2)[C-]2C=CC=C2)=CC=1.Cl[Pd]Cl.[Fe+2]. The product is [C:1]([O:5][C:6]([N:8]1[CH2:12][CH2:11][CH2:10][CH:9]1[C:13]1[NH:17][C:16]2[CH:18]=[C:19]([C:22]3[CH:23]=[CH:24][C:25]([C:28]4[CH:29]=[CH:30][C:31]([C:57]5[N:56]([CH2:61][O:62][CH2:63][CH2:64][Si:65]([CH3:68])([CH3:67])[CH3:66])[C:55]([CH:51]6[CH2:52][CH2:53][CH2:54][N:50]6[C:48]([O:47][C:43]([CH3:46])([CH3:45])[CH3:44])=[O:49])=[N:59][CH:58]=5)=[CH:32][CH:33]=4)=[CH:26][CH:27]=3)[CH:20]=[CH:21][C:15]=2[N:14]=1)=[O:7])([CH3:4])([CH3:2])[CH3:3]. The reactants are [C:1]([O:5][C:6]([N:8]1[CH2:12][CH2:11][CH2:10][CH:9]1[C:13]1[NH:17][C:16]2[CH:18]=[C:19]([C:22]3[CH:27]=[CH:26][C:25]([C:28]4[CH:33]=[CH:32][C:31](B5OC(C)(C)C(C)(C)O5)=[CH:30][CH:29]=4)=[CH:24][CH:23]=3)[CH:20]=[CH:21][C:15]=2[N:14]=1)=[O:7])([CH3:4])([CH3:3])[CH3:2].[C:43]([O:47][C:48]([N:50]1[CH2:54][CH2:53][CH2:52][CH:51]1[C:55]1[N:56]([CH2:61][O:62][CH2:63][CH2:64][Si:65]([CH3:68])([CH3:67])[CH3:66])[C:57](Br)=[CH:58][N:59]=1)=[O:49])([CH3:46])([CH3:45])[CH3:44].C(=O)([O-])[O-].[K+].[K+]. (3) The reactants are Br[C:2]1[CH:7]=[CH:6][N:5]=[C:4]2[NH:8][CH:9]=[CH:10][C:3]=12.[H-].[Na+].C([Li])CCC.[B:18](OC(C)C)([O:23]C(C)C)[O:19]C(C)C. The catalyst is C1COCC1. The product is [NH:8]1[C:4]2=[N:5][CH:6]=[CH:7][C:2]([B:18]([OH:23])[OH:19])=[C:3]2[CH:10]=[CH:9]1. The yield is 0.760. (4) The reactants are Cl[CH2:2][CH2:3][O:4][C:5]1[CH:14]=[C:13]2[C:8]([C:9]([O:15][C:16]3[C:17]([C:26](=[O:28])[CH3:27])=[N:18][C:19]4[C:24]([CH:25]=3)=[CH:23][CH:22]=[CH:21][CH:20]=4)=[CH:10][CH:11]=[N:12]2)=[CH:7][C:6]=1[O:29][CH3:30].C(=O)([O-])[O-].[K+].[K+].[OH:37][CH:38]1[CH2:43][CH2:42][CH2:41][NH:40][CH2:39]1.O. The catalyst is CN(C)C=O. The product is [OH:37][CH:38]1[CH2:43][CH2:42][CH2:41][N:40]([CH2:2][CH2:3][O:4][C:5]2[CH:14]=[C:13]3[C:8]([C:9]([O:15][C:16]4[C:17]([C:26](=[O:28])[CH3:27])=[N:18][C:19]5[C:24]([CH:25]=4)=[CH:23][CH:22]=[CH:21][CH:20]=5)=[CH:10][CH:11]=[N:12]3)=[CH:7][C:6]=2[O:29][CH3:30])[CH2:39]1. The yield is 0.700. (5) The reactants are C[CH:2](C)/[CH:3]=[CH:4]/[C:5](O)=[O:6].CN(C(ON1N=NC2C=CC=CC1=2)=[N+](C)C)C.F[P-](F)(F)(F)(F)F.[CH3:33][C:34]1[CH:43]=[C:42]([NH:44][CH2:45][CH2:46][NH2:47])[C:41]2[C:36](=[CH:37][CH:38]=[CH:39][CH:40]=2)[N:35]=1.C(N(CC)CC)C. The catalyst is C(#N)C. The product is [CH3:33][C:34]1[CH:43]=[C:42]([NH:44][CH2:45][CH2:46][NH:47][C:5](=[O:6])/[CH:4]=[CH:3]/[CH3:2])[C:41]2[C:36](=[CH:37][CH:38]=[CH:39][CH:40]=2)[N:35]=1. The yield is 0.660. (6) The reactants are [CH3:1][C@@:2]12[C@@H:18]([OH:19])[CH2:17][CH2:16][C@H:15]1[C@H:14]1[C@@H:5]([C:6]3[C:11]([CH2:12][CH2:13]1)=[CH:10][C:9](O)=[C:8]([O:21][CH3:22])[CH:7]=3)[CH2:4][CH2:3]2.CC(C)[O-].[Al+3].CC(C)[O-].CC(C)[O-].C1(=O)CCCCC1. The catalyst is C(=O)(O)[O-].[Na+]. The product is [CH3:22][O:21][C:8]1[CH:9]=[CH:10][C:11]2[CH2:12][CH2:13][C@@H:14]3[C@@H:5]([C:6]=2[CH:7]=1)[CH2:4][CH2:3][C@@:2]1([CH3:1])[C@H:15]3[CH2:16][CH2:17][C:18]1=[O:19]. The yield is 0.780. (7) The reactants are Br[C:2]1[N:7]=[C:6]([N:8]2[CH2:14][CH2:13][CH2:12][N:11]([C:15]([O:17][C:18]([CH3:21])([CH3:20])[CH3:19])=[O:16])[CH2:10][CH2:9]2)[CH:5]=[CH:4][CH:3]=1.[Cl:22][C:23]1[N:28]=[CH:27][C:26]2[CH:29]=[N:30][NH:31][C:25]=2[CH:24]=1.C([O-])([O-])=O.[K+].[K+].CNCCNC. The catalyst is O1CCOCC1.[Cu]I. The product is [Cl:22][C:23]1[N:28]=[CH:27][C:26]2[CH:29]=[N:30][N:31]([C:2]3[N:7]=[C:6]([N:8]4[CH2:14][CH2:13][CH2:12][N:11]([C:15]([O:17][C:18]([CH3:21])([CH3:20])[CH3:19])=[O:16])[CH2:10][CH2:9]4)[CH:5]=[CH:4][CH:3]=3)[C:25]=2[CH:24]=1. The yield is 0.570. (8) The reactants are C([Li])(C)(C)C.I[C:7]1([CH2:10][C@@H:11]2[CH2:15][O:14][C:13]([CH3:17])([CH3:16])[O:12]2)[CH2:9][CH2:8]1.[S:18]([Cl:21])(Cl)=[O:19].CC[O:24]CC. No catalyst specified. The product is [CH3:16][C:13]1([CH3:17])[O:12][C@H:11]([CH2:10][C:7]2([S:18]([Cl:21])(=[O:19])=[O:24])[CH2:9][CH2:8]2)[CH2:15][O:14]1. The yield is 0.570. (9) The reactants are [N:1]1[C:11]2[C:10]3[S:12][C:13]([CH:15](Br)[C:16]([C:18]4[CH:23]=[CH:22][CH:21]=[CH:20][C:19]=4[Cl:24])=[O:17])=[CH:14][C:9]=3[CH2:8][CH2:7][O:6][C:5]=2[CH:4]=[CH:3][CH:2]=1.[CH:26]([NH2:28])=O. The catalyst is O. The product is [N:1]1[C:11]2[C:10]3[S:12][C:13]([C:15]4[N:28]=[CH:26][O:17][C:16]=4[C:18]4[CH:23]=[CH:22][CH:21]=[CH:20][C:19]=4[Cl:24])=[CH:14][C:9]=3[CH2:8][CH2:7][O:6][C:5]=2[CH:4]=[CH:3][CH:2]=1. The yield is 0.180.